This data is from Full USPTO retrosynthesis dataset with 1.9M reactions from patents (1976-2016). The task is: Predict the reactants needed to synthesize the given product. (1) Given the product [N-:11]=[C:7]=[S:18].[C:1]([C:5]1[CH:10]=[CH:9][CH:8]=[CH:7][CH:6]=1)([CH3:4])([CH3:3])[CH3:2], predict the reactants needed to synthesize it. The reactants are: [C:1]([C:5]1[CH:6]=[C:7]([NH2:11])[CH:8]=[CH:9][CH:10]=1)([CH3:4])([CH3:3])[CH3:2].C(=O)(O)[O-].[Na+].C(Cl)(Cl)=[S:18]. (2) Given the product [CH2:45]([O:44][C:43]([CH:9]1[CH2:8][CH2:7][C:6]2[CH:13]=[CH:14][C:3]([O:2][CH3:1])=[CH:4][C:5]=2[NH:11][C:10]1=[O:12])=[O:47])[CH3:46], predict the reactants needed to synthesize it. The reactants are: [CH3:1][O:2][C:3]1[CH:14]=[CH:13][C:6]2[CH2:7][CH2:8][CH2:9][C:10](=[O:12])[NH:11][C:5]=2[CH:4]=1.[Li+].CC([N-]C(C)C)C.CCCCCCC.C1COCC1.C(C1C=CC=CC=1)C.[C:43](O[C:43]([O:44][CH2:45][CH3:46])=[O:47])(=[O:47])[O:44][CH2:45][CH3:46]. (3) Given the product [OH:23][C@@H:22]1[C@H:3]2[N:4]([C:5](=[O:19])[N:6]([C:7]3[C:16]4[C:11](=[CH:12][CH:13]=[CH:14][CH:15]=4)[C:10]([C:17]#[N:18])=[CH:9][CH:8]=3)[CH2:2]2)[CH2:20][CH2:21]1, predict the reactants needed to synthesize it. The reactants are: O[CH:2]1[N:6]([C:7]2[C:16]3[C:11](=[CH:12][CH:13]=[CH:14][CH:15]=3)[C:10]([C:17]#[N:18])=[CH:9][CH:8]=2)[C:5](=[O:19])[N:4]2[CH2:20][CH2:21][C@H:22]([OH:23])[C@H:3]12.C(O)(C)C. (4) Given the product [CH3:19][C:20]([CH3:24])([CH3:23])[CH:21]=[CH:9][C:10]([OH:12])=[O:11], predict the reactants needed to synthesize it. The reactants are: C(OP([CH2:9][C:10]([O:12]CC)=[O:11])(OCC)=O)C.[O-]CC.[Na+].[CH3:19][C:20]([CH3:24])([CH3:23])[CH:21]=O.[OH-].[Na+].Cl. (5) Given the product [ClH:10].[NH2:24][C:23]1[N:22]([C:19]2[CH:20]=[CH:21][C:16]([C:12]([CH3:15])([CH3:14])[CH3:13])=[CH:17][CH:18]=2)[CH:1]([CH2:2][CH2:3][CH2:4][CH2:5][CH2:6][CH2:7][CH3:8])[N:27]=[C:26]([NH2:28])[N:25]=1, predict the reactants needed to synthesize it. The reactants are: [CH:1](=O)[CH2:2][CH2:3][CH2:4][CH2:5][CH2:6][CH2:7][CH3:8].[ClH:10].Cl.[C:12]([C:16]1[CH:21]=[CH:20][C:19]([NH:22][C:23]([NH:25][C:26]([NH2:28])=[NH:27])=[NH:24])=[CH:18][CH:17]=1)([CH3:15])([CH3:14])[CH3:13]. (6) Given the product [ClH:1].[NH:9]1[CH2:14][CH2:13][CH2:12][CH2:11][C@@H:10]1[CH2:15][OH:16], predict the reactants needed to synthesize it. The reactants are: [ClH:1].C(OC([N:9]1[CH2:14][CH2:13][CH2:12][CH2:11][C@@H:10]1[CH2:15][OH:16])=O)(C)(C)C. (7) Given the product [F:1][C:2]1[C:11]([CH3:12])=[C:10]2[C:5]([C:6](=[O:22])[C:7]([C:17]([OH:19])=[O:18])=[CH:8][N:9]2[C@@H:13]2[CH2:15][C@@H:14]2[F:16])=[C:4]([OH:23])[CH:3]=1, predict the reactants needed to synthesize it. The reactants are: [F:1][C:2]1[C:11]([CH3:12])=[C:10]2[C:5]([C:6](=[O:22])[C:7]([C:17]([O:19]CC)=[O:18])=[CH:8][N:9]2[C@@H:13]2[CH2:15][C@@H:14]2[F:16])=[C:4]([OH:23])[CH:3]=1.C(O)(=O)C.Cl. (8) The reactants are: [NH2:1][C@@H:2]1[C:16](=[O:17])[N:15]2[CH2:18][C@H:19]([O:21][C:22]3[C:23]4[S:37][CH:36]=[CH:35][C:24]=4[N:25]=[C:26]([C:28]4[N:32]([CH3:33])[N:31]=[C:30]([CH3:34])[CH:29]=4)[N:27]=3)[CH2:20][C@H:14]2[C:13](=[O:38])[NH:12][C@:11]2([C:40]([O:42][CH3:43])=[O:41])[CH2:39][C@H:10]2[CH:9]=[CH:8][CH2:7][CH2:6][CH2:5][CH2:4][CH2:3]1.C(N([CH2:49][CH3:50])CC)C. Given the product [CH3:33][N:32]1[C:28]([C:26]2[N:27]=[C:22]([O:21][C@H:19]3[CH2:18][N:15]4[C:16](=[O:17])[C@@H:2]([NH:1][C:40]([O:42][C@H:50]5[CH2:49][CH2:22][O:21][CH2:19]5)=[O:41])[CH2:3][CH2:4][CH2:5][CH2:6][CH2:7][CH:8]=[CH:9][C@@H:10]5[CH2:39][C@@:11]5([C:40]([O:42][CH3:43])=[O:41])[NH:12][C:13](=[O:38])[C@@H:14]4[CH2:20]3)[C:23]3[S:37][CH:36]=[CH:35][C:24]=3[N:25]=2)=[CH:29][C:30]([CH3:34])=[N:31]1, predict the reactants needed to synthesize it. (9) Given the product [N:29]1[CH:34]=[CH:33][CH:32]=[C:31]([C:2]2[N:7]3[CH:8]=[C:9]([CH2:11][O:12][C:13]4[CH:22]=[CH:21][C:20]5[C:15](=[CH:16][CH:17]=[CH:18][CH:19]=5)[N:14]=4)[N:10]=[C:6]3[C:5]([N:23]3[CH2:24][CH2:25][O:26][CH2:27][CH2:28]3)=[N:4][CH:3]=2)[CH:30]=1, predict the reactants needed to synthesize it. The reactants are: Br[C:2]1[N:7]2[CH:8]=[C:9]([CH2:11][O:12][C:13]3[CH:22]=[CH:21][C:20]4[C:15](=[CH:16][CH:17]=[CH:18][CH:19]=4)[N:14]=3)[N:10]=[C:6]2[C:5]([N:23]2[CH2:28][CH2:27][O:26][CH2:25][CH2:24]2)=[N:4][CH:3]=1.[N:29]1[CH:34]=[CH:33][CH:32]=[C:31](B2OC(C)(C)C(C)(C)O2)[CH:30]=1.